Task: Regression/Classification. Given a drug SMILES string, predict its absorption, distribution, metabolism, or excretion properties. Task type varies by dataset: regression for continuous measurements (e.g., permeability, clearance, half-life) or binary classification for categorical outcomes (e.g., BBB penetration, CYP inhibition). Dataset: cyp1a2_veith.. Dataset: CYP1A2 inhibition data for predicting drug metabolism from PubChem BioAssay (1) The compound is O=C(O)CSCCc1ccccc1. The result is 0 (non-inhibitor). (2) The compound is C[C@@](Br)(C(=O)O)[C@H](Br)C(=O)O. The result is 0 (non-inhibitor). (3) The compound is N#Cc1cccc(-c2ccc3ncnc(NCc4ccccc4)c3c2)c1. The result is 1 (inhibitor). (4) The drug is CCCCCCCCC(=O)N/N=C/c1cccc(Br)c1. The result is 1 (inhibitor). (5) The compound is CCOC(=O)C1CCCN(C(=O)CSCc2ccccc2)C1. The result is 0 (non-inhibitor). (6) The molecule is CC(=O)OCC(=O)[C@@]1(O)CC[C@@H]2[C@H]3CCC4=CC(=O)CC[C@]4(C)[C@]3(F)[C@@H](O)C[C@@]21C. The result is 0 (non-inhibitor). (7) The drug is CS(=O)(=O)c1ccccc1-c1nc(-c2cc(C(F)(F)F)cc(C(F)(F)F)c2)no1. The result is 0 (non-inhibitor).